This data is from Peptide-MHC class I binding affinity with 185,985 pairs from IEDB/IMGT. The task is: Regression. Given a peptide amino acid sequence and an MHC pseudo amino acid sequence, predict their binding affinity value. This is MHC class I binding data. (1) The peptide sequence is MSIQLINKAV. The MHC is HLA-A02:01 with pseudo-sequence HLA-A02:01. The binding affinity (normalized) is 0.179. (2) The peptide sequence is GYLHDFLKY. The MHC is HLA-A01:01 with pseudo-sequence HLA-A01:01. The binding affinity (normalized) is 0.0847. (3) The peptide sequence is SVMPAWQEK. The MHC is HLA-A69:01 with pseudo-sequence HLA-A69:01. The binding affinity (normalized) is 0.0847. (4) The peptide sequence is SSEADCFTY. The MHC is HLA-A02:01 with pseudo-sequence HLA-A02:01. The binding affinity (normalized) is 0.0847. (5) The peptide sequence is RQLIRLLTW. The MHC is Mamu-B52 with pseudo-sequence Mamu-B52. The binding affinity (normalized) is 0.629. (6) The MHC is HLA-B39:01 with pseudo-sequence HLA-B39:01. The binding affinity (normalized) is 0.683. The peptide sequence is YPACEAIGL.